This data is from Full USPTO retrosynthesis dataset with 1.9M reactions from patents (1976-2016). The task is: Predict the reactants needed to synthesize the given product. (1) Given the product [CH3:12][C:2]1[CH:3]=[CH:4][C:5]([S:8]([OH:11])(=[O:10])=[O:9])=[CH:6][CH:7]=1.[Cl:13][C:14]1[CH:19]=[CH:18][C:17]([C:20](=[C:23]2[CH2:24][CH2:25][NH:26][CH2:27][CH2:28]2)[CH3:21])=[CH:16][CH:15]=1, predict the reactants needed to synthesize it. The reactants are: O.[C:2]1([CH3:12])[CH:7]=[CH:6][C:5]([S:8]([OH:11])(=[O:10])=[O:9])=[CH:4][CH:3]=1.[Cl:13][C:14]1[CH:19]=[CH:18][C:17]([C:20]([CH:23]2[CH2:28][CH2:27][N:26](C(OC(C)(C)C)=O)[CH2:25][CH2:24]2)(O)[CH3:21])=[CH:16][CH:15]=1.S([O-])([O-])(=O)=O.[Mg+2]. (2) The reactants are: N1CCOCC1.[F:7][C:8]1[CH:13]=[CH:12][CH:11]=[CH:10][C:9]=1[C:14]1[NH:18][C:17](SS[C:17]2[NH:18][C:14]([C:9]3[CH:10]=[CH:11][CH:12]=[CH:13][C:8]=3[F:7])=[CH:15][C:16]=2[C:35]#[N:36])=[C:16]([C:35]#[N:36])[CH:15]=1. Given the product [F:7][C:8]1[CH:13]=[CH:12][CH:11]=[CH:10][C:9]=1[C:14]1[NH:18][CH:17]=[C:16]([C:35]#[N:36])[CH:15]=1, predict the reactants needed to synthesize it.